This data is from Full USPTO retrosynthesis dataset with 1.9M reactions from patents (1976-2016). The task is: Predict the reactants needed to synthesize the given product. (1) Given the product [CH3:28][C:27]1[C:22]([N:19]2[CH2:18][CH2:17][N:16]([C:14]([C:11]3[CH:12]=[CH:13][C:8]([N:1]4[CH2:5][CH2:4][CH2:3][C:2]4=[O:6])=[CH:9][C:10]=3[CH3:30])=[O:15])[CH2:21][CH2:20]2)=[N:23][CH:24]=[C:25]([CH3:29])[CH:26]=1, predict the reactants needed to synthesize it. The reactants are: [NH:1]1[CH2:5][CH2:4][CH2:3][C:2]1=[O:6].Br[C:8]1[CH:13]=[CH:12][C:11]([C:14]([N:16]2[CH2:21][CH2:20][N:19]([C:22]3[C:27]([CH3:28])=[CH:26][C:25]([CH3:29])=[CH:24][N:23]=3)[CH2:18][CH2:17]2)=[O:15])=[C:10]([CH3:30])[CH:9]=1. (2) Given the product [CH2:9]([C:5]1[CH:6]=[CH:7][CH:8]=[C:3]([CH2:1][CH3:2])[C:4]=1[C:11]1[N:12]=[C:13]([CH3:42])[C:14]([CH2:30][O:31][C:32]2[CH:37]=[C:36]([CH:38]([CH3:39])[CH3:40])[CH:35]=[CH:34][C:33]=2[CH3:41])=[C:15]([N:17]2[CH2:18][CH2:19][NH:20][CH2:21][CH2:22]2)[N:16]=1)[CH3:10], predict the reactants needed to synthesize it. The reactants are: [CH2:1]([C:3]1[CH:8]=[CH:7][CH:6]=[C:5]([CH2:9][CH3:10])[C:4]=1[C:11]1[N:16]=[C:15]([N:17]2[CH2:22][CH2:21][N:20](C(OC(C)(C)C)=O)[CH2:19][CH2:18]2)[C:14]([CH2:30][O:31][C:32]2[CH:37]=[C:36]([CH:38]([CH3:40])[CH3:39])[CH:35]=[CH:34][C:33]=2[CH3:41])=[C:13]([CH3:42])[N:12]=1)[CH3:2].FC(F)(F)C(O)=O. (3) The reactants are: [Cl:1][C:2]1[N:7]=[C:6](Cl)[C:5]([Cl:9])=[CH:4][N:3]=1.CCN(C(C)C)C(C)C.[N+:19]([C:22]1[CH:27]=[CH:26][CH:25]=[CH:24][C:23]=1[OH:28])([O-:21])=[O:20].C(OCC)(=O)C. Given the product [Cl:1][C:2]1[N:7]=[C:6]([O:28][C:23]2[CH:24]=[CH:25][CH:26]=[CH:27][C:22]=2[N+:19]([O-:21])=[O:20])[C:5]([Cl:9])=[CH:4][N:3]=1, predict the reactants needed to synthesize it.